From a dataset of Catalyst prediction with 721,799 reactions and 888 catalyst types from USPTO. Predict which catalyst facilitates the given reaction. (1) Reactant: [CH3:1][N:2]([CH3:18])[CH:3]([CH2:16][CH3:17])[CH:4]([C:6]1[CH:11]=[CH:10][C:9]([NH:12][C:13](=[O:15])[CH3:14])=[CH:8][CH:7]=1)O.C([N:21]1[CH:25]=[CH:24][N:23]=[CH:22]1)([N:21]1[CH:25]=[CH:24][N:23]=[CH:22]1)=O. Product: [CH3:1][N:2]([CH3:18])[CH:3]([CH2:16][CH3:17])[CH:4]([C:6]1[CH:11]=[CH:10][C:9]([NH:12][C:13](=[O:15])[CH3:14])=[CH:8][CH:7]=1)[N:21]1[CH:25]=[CH:24][N:23]=[CH:22]1. The catalyst class is: 10. (2) Reactant: [C:1]([O:5][C:6]([N:8]1[CH2:13][CH2:12][N:11]2[C:14]([CH:18]3[CH2:20][CH2:19]3)=[N:15][C:16](I)=[C:10]2[CH:9]1[CH2:21][CH2:22][C:23]1[CH:28]=[CH:27][C:26]([Cl:29])=[C:25]([F:30])[CH:24]=1)=[O:7])([CH3:4])([CH3:3])[CH3:2].CC[Mg+].[Br-]. Product: [C:1]([O:5][C:6]([N:8]1[CH2:13][CH2:12][N:11]2[C:14]([CH:18]3[CH2:19][CH2:20]3)=[N:15][CH:16]=[C:10]2[CH:9]1[CH2:21][CH2:22][C:23]1[CH:28]=[CH:27][C:26]([Cl:29])=[C:25]([F:30])[CH:24]=1)=[O:7])([CH3:4])([CH3:2])[CH3:3]. The catalyst class is: 1. (3) Reactant: [F:1][C:2]1[CH:12]=[C:11]([C:13]2[N:18]=[C:17]3[N:19]([CH2:22][C:23]4[CH:24]=[C:25]5[C:30](=[CH:31][CH:32]=4)[N:29]=[CH:28][CH:27]=[CH:26]5)[N:20]=[N:21][C:16]3=[CH:15][CH:14]=2)[CH:10]=[CH:9][C:3]=1[C:4]([NH:6][O:7][CH3:8])=[O:5].CCOCC.[ClH:38]. Product: [ClH:38].[F:1][C:2]1[CH:12]=[C:11]([C:13]2[N:18]=[C:17]3[N:19]([CH2:22][C:23]4[CH:24]=[C:25]5[C:30](=[CH:31][CH:32]=4)[N:29]=[CH:28][CH:27]=[CH:26]5)[N:20]=[N:21][C:16]3=[CH:15][CH:14]=2)[CH:10]=[CH:9][C:3]=1[C:4]([NH:6][O:7][CH3:8])=[O:5]. The catalyst class is: 1. (4) Reactant: [C@@H:1]1([NH2:8])[CH2:6][CH2:5][CH2:4][CH2:3][C@H:2]1[NH2:7].[Cl:9][C:10]1[N:15]=[C:14](Cl)[C:13]([Cl:17])=[CH:12][N:11]=1.C(N(CC)CC)C.[CH3:25][S:26](Cl)(=[O:28])=[O:27]. Product: [Cl:9][C:10]1[N:15]=[C:14]([NH:7][C@@H:2]2[CH2:3][CH2:4][CH2:5][CH2:6][C@H:1]2[NH:8][S:26]([CH3:25])(=[O:28])=[O:27])[C:13]([Cl:17])=[CH:12][N:11]=1. The catalyst class is: 7. (5) Reactant: [Cl:1][C:2]1[CH:3]=[C:4]([CH2:19][OH:20])[CH:5]=[C:6]([Cl:18])[C:7]=1[C:8]1[N:12]2[CH:13]=[C:14]([F:17])[CH:15]=[CH:16][C:11]2=[N:10][N:9]=1.CC(OI1(OC(C)=O)(OC(C)=O)OC(=O)C2C=CC=CC1=2)=O. Product: [Cl:18][C:6]1[CH:5]=[C:4]([CH:3]=[C:2]([Cl:1])[C:7]=1[C:8]1[N:12]2[CH:13]=[C:14]([F:17])[CH:15]=[CH:16][C:11]2=[N:10][N:9]=1)[CH:19]=[O:20]. The catalyst class is: 754. (6) Reactant: [Cl:1][C:2]1[CH:7]=[CH:6][CH:5]=[C:4]([Cl:8])[C:3]=1[C:9](=[O:13])[C:10]([OH:12])=O.C(Cl)(=O)C(Cl)=O.[N:20]1[CH:25]=[CH:24][CH:23]=[N:22][C:21]=1[CH2:26][NH2:27]. Product: [Cl:8][C:4]1[CH:5]=[CH:6][CH:7]=[C:2]([Cl:1])[C:3]=1[C:9](=[O:13])[C:10]([NH:27][CH2:26][C:21]1[N:22]=[CH:23][CH:24]=[CH:25][N:20]=1)=[O:12]. The catalyst class is: 59.